From a dataset of Forward reaction prediction with 1.9M reactions from USPTO patents (1976-2016). Predict the product of the given reaction. (1) Given the reactants [CH2:1]([O:3][C:4]1[CH:12]=[C:11]2[C:7]([CH:8]=[N:9][NH:10]2)=[CH:6][C:5]=1[NH:13][C:14]1[C:15]2[C:22]3[CH2:23][CH2:24][CH:25]([C:27](O)=[O:28])[CH2:26][C:21]=3[S:20][C:16]=2[N:17]=[CH:18][N:19]=1)[CH3:2].[NH:30]1[CH2:35][CH2:34][CH2:33][CH:32]([C:36]#[N:37])[CH2:31]1, predict the reaction product. The product is: [CH2:1]([O:3][C:4]1[CH:12]=[C:11]2[C:7]([CH:8]=[N:9][NH:10]2)=[CH:6][C:5]=1[NH:13][C:14]1[C:15]2[C:22]3[CH2:23][CH2:24][CH:25]([C:27]([N:30]4[CH2:35][CH2:34][CH2:33][CH:32]([C:36]#[N:37])[CH2:31]4)=[O:28])[CH2:26][C:21]=3[S:20][C:16]=2[N:17]=[CH:18][N:19]=1)[CH3:2]. (2) Given the reactants [C:1]([C:4]1[CH:14]=[CH:13][C:7]([O:8][CH2:9][C:10]([OH:12])=[O:11])=[CH:6][CH:5]=1)(=[O:3])[CH3:2].[Br:15]Br.C(OCC)C, predict the reaction product. The product is: [Br:15][CH2:2][C:1]([C:4]1[CH:14]=[CH:13][C:7]([O:8][CH2:9][C:10]([OH:12])=[O:11])=[CH:6][CH:5]=1)=[O:3]. (3) Given the reactants [CH:1]1([C@H:7]([NH:12][C:13]([C:15]2[S:16][C:17]([C:32]3[CH:37]=[CH:36][C:35]([F:38])=[CH:34][CH:33]=3)=[CH:18][C:19]=2[NH:20][C:21]([NH:23][C:24]2[C:29]([Cl:30])=[CH:28][CH:27]=[CH:26][C:25]=2[Cl:31])=[O:22])=[O:14])[C:8]([O:10]C)=[O:9])[CH2:6][CH2:5][CH2:4][CH2:3][CH2:2]1.[OH-].[Li+], predict the reaction product. The product is: [CH:1]1([C@H:7]([NH:12][C:13]([C:15]2[S:16][C:17]([C:32]3[CH:37]=[CH:36][C:35]([F:38])=[CH:34][CH:33]=3)=[CH:18][C:19]=2[NH:20][C:21]([NH:23][C:24]2[C:25]([Cl:31])=[CH:26][CH:27]=[CH:28][C:29]=2[Cl:30])=[O:22])=[O:14])[C:8]([OH:10])=[O:9])[CH2:6][CH2:5][CH2:4][CH2:3][CH2:2]1. (4) Given the reactants [F:1][C:2]1[CH:21]=[CH:20][C:5]([CH:6]=[C:7]2[CH2:18][C:17]3[C:13]4[N:14]=[N:15][NH:16][C:12]=4[CH:11]=[CH:10][C:9]=3[C:8]2=[O:19])=[CH:4][CH:3]=1, predict the reaction product. The product is: [F:1][C:2]1[CH:3]=[CH:4][C:5]([CH2:6][CH:7]2[CH2:18][C:17]3[C:13]4[N:14]=[N:15][NH:16][C:12]=4[CH:11]=[CH:10][C:9]=3[C:8]2=[O:19])=[CH:20][CH:21]=1. (5) The product is: [CH:17]1([N:14]2[CH2:15][CH2:16][C:10]3([CH2:11][CH2:12][NH:8][CH2:9]3)[CH2:13]2)[CH2:19][CH2:18]1.[ClH:20]. Given the reactants C(OC([N:8]1[CH2:12][CH2:11][C:10]2([CH2:16][CH2:15][N:14]([CH:17]3[CH2:19][CH2:18]3)[CH2:13]2)[CH2:9]1)=O)(C)(C)C.[ClH:20], predict the reaction product. (6) Given the reactants [CH3:1][C:2]1[CH:23]=[CH:22][CH:21]=[C:20]([CH3:24])[C:3]=1[CH2:4][O:5][C:6]1[CH:7]=[C:8]([CH:15]=[CH:16][C:17]=1[O:18][CH3:19])[CH2:9][C:10]1NN=N[N:11]=1.[C-]#N.[Na+], predict the reaction product. The product is: [CH3:24][C:20]1[CH:21]=[CH:22][CH:23]=[C:2]([CH3:1])[C:3]=1[CH2:4][O:5][C:6]1[CH:7]=[C:8]([CH2:9][C:10]#[N:11])[CH:15]=[CH:16][C:17]=1[O:18][CH3:19]. (7) Given the reactants [NH2:1][C:2]1[CH:10]=[C:9]([Br:11])[CH:8]=[CH:7][C:3]=1[C:4]([NH2:6])=[O:5].[Cl:12][CH2:13][C:14](OC)(OC)OC, predict the reaction product. The product is: [Br:11][C:9]1[CH:10]=[C:2]2[C:3]([C:4](=[O:5])[NH:6][C:14]([CH2:13][Cl:12])=[N:1]2)=[CH:7][CH:8]=1. (8) Given the reactants [CH2:1]([NH:9][C:10]1[N:15]=[C:14]([N:16]2[C:25]3[N:24]=[C:23]([C:26]4[CH:31]=[CH:30][CH:29]=[CH:28][CH:27]=4)[C:22]([CH2:32][OH:33])=[CH:21][C:20]=3[CH2:19][CH2:18][CH2:17]2)[CH:13]=[CH:12][N:11]=1)[CH2:2][C:3]1[CH:8]=[CH:7][CH:6]=[CH:5][CH:4]=1.CC(OI1(OC(C)=O)(OC(C)=O)OC(=O)C2C=CC=CC1=2)=O, predict the reaction product. The product is: [CH2:1]([NH:9][C:10]1[N:15]=[C:14]([N:16]2[C:25]3[N:24]=[C:23]([C:26]4[CH:31]=[CH:30][CH:29]=[CH:28][CH:27]=4)[C:22]([CH:32]=[O:33])=[CH:21][C:20]=3[CH2:19][CH2:18][CH2:17]2)[CH:13]=[CH:12][N:11]=1)[CH2:2][C:3]1[CH:8]=[CH:7][CH:6]=[CH:5][CH:4]=1. (9) Given the reactants [CH3:1][C:2]([OH:8])([CH2:4][CH2:5][C:6]#[CH:7])[CH3:3].Br[C:10]#[C:11][Si:12]([CH3:15])([CH3:14])[CH3:13], predict the reaction product. The product is: [CH3:1][C:2]([OH:8])([CH2:4][CH2:5][C:6]#[C:7][C:10]#[C:11][Si:12]([CH3:15])([CH3:14])[CH3:13])[CH3:3].